Predict which catalyst facilitates the given reaction. From a dataset of Catalyst prediction with 721,799 reactions and 888 catalyst types from USPTO. (1) Reactant: [CH2:1]([NH:5][C:6]1[CH:7]=[C:8]([CH:12]=[C:13]([O:15][CH3:16])[N:14]=1)[C:9]([OH:11])=O)[CH2:2][CH:3]=[CH2:4].[C:17](OC(=O)N)(C)([CH3:19])[CH3:18].[CH:25]1[CH:26]=[CH:27][C:28]2N(O)N=[N:31][C:29]=2[CH:30]=1.CCN=C=N[CH2:40][CH2:41][CH2:42]N(C)C.Cl.CC[O:49][C:50](C)=[O:51]. Product: [CH2:1]([NH:5][C:6]1[CH:7]=[C:8]([CH:12]=[C:13]([O:15][CH3:16])[N:14]=1)[C:9]([NH:31][CH:29]([CH:28]1[CH2:27][CH:26]([CH3:25])[C:50](=[O:51])[O:49]1)[CH2:30][CH:41]([CH3:40])[CH2:42][CH2:19][CH:17]=[CH2:18])=[O:11])[CH2:2][CH:3]=[CH2:4]. The catalyst class is: 18. (2) Reactant: [NH2:1][C:2]1[CH:7]=[CH:6][N:5]=[CH:4][CH:3]=1.Cl[C:9](OC1C=CC([N+]([O-])=O)=CC=1)=[O:10].C(N(C(C)C)CC)(C)C.[Cl:30][C:31]1[CH:40]=[C:39]2[C:34]([C:35]([N:41]3[CH2:46][CH2:45][NH:44][CH2:43][CH2:42]3)=[CH:36][CH:37]=[N:38]2)=[CH:33][CH:32]=1. Product: [Cl:30][C:31]1[CH:40]=[C:39]2[C:34]([C:35]([N:41]3[CH2:46][CH2:45][N:44]([C:9]([NH:1][C:2]4[CH:7]=[CH:6][N:5]=[CH:4][CH:3]=4)=[O:10])[CH2:43][CH2:42]3)=[CH:36][CH:37]=[N:38]2)=[CH:33][CH:32]=1. The catalyst class is: 317.